From a dataset of Full USPTO retrosynthesis dataset with 1.9M reactions from patents (1976-2016). Predict the reactants needed to synthesize the given product. (1) Given the product [CH3:1][N:2]1[CH2:27][CH2:26][C@:4]2([NH:8][C@@H:7]([C:9]3[CH:14]=[C:13]([C:15]4[CH:20]=[CH:19][CH:18]=[C:17]([O:21][C:22]([F:24])([F:25])[F:23])[CH:16]=4)[CH:12]=[CH:11][N:10]=3)[CH2:6][CH2:5]2)[C:3]1=[O:28], predict the reactants needed to synthesize it. The reactants are: [CH3:1][N:2]1[CH2:27][CH2:26][C@:4]2([N:8]=[C:7]([C:9]3[CH:14]=[C:13]([C:15]4[CH:20]=[CH:19][CH:18]=[C:17]([O:21][C:22]([F:25])([F:24])[F:23])[CH:16]=4)[CH:12]=[CH:11][N:10]=3)[CH2:6][CH2:5]2)[C:3]1=[O:28].Cl.C(=O)([O-])[O-].[Na+].[Na+]. (2) Given the product [C:19]1([C:2]2[S:10][C:9]3[C:4](=[N:5][CH:6]=[CH:7][C:8]=3[O:11][C:12]3[CH:17]=[CH:16][C:15]([NH2:18])=[CH:14][CH:13]=3)[CH:3]=2)[CH:24]=[CH:23][CH:22]=[CH:21][CH:20]=1, predict the reactants needed to synthesize it. The reactants are: I[C:2]1[S:10][C:9]2[C:4](=[N:5][CH:6]=[CH:7][C:8]=2[O:11][C:12]2[CH:17]=[CH:16][C:15]([NH2:18])=[CH:14][CH:13]=2)[CH:3]=1.[C:19]1(B(O)O)[CH:24]=[CH:23][CH:22]=[CH:21][CH:20]=1. (3) Given the product [CH3:6][C:7]([CH2:9][C:12]([CH2:29][C:28]([OH:27])=[O:30])=[O:13])=[O:8], predict the reactants needed to synthesize it. The reactants are: OCCCN[C:6](=O)[C@H:7]([C:9]([CH2:12][OH:13])(C)C)[OH:8].CN(C1C=CC=CN=1)C.C([O:27][C:28](=[O:30])[CH3:29])(=O)C. (4) Given the product [CH:25]1([CH2:24][O:23][C:19]2[N:18]=[CH:17][C:16]([C:15]3[O:28][C:10]4[CH:9]=[C:8]([O:7][CH2:6][C@@H:5]([NH:4][C:1](=[O:3])[CH3:2])[CH3:30])[N:13]=[CH:12][C:11]=4[N:14]=3)=[CH:21][C:20]=2[F:22])[CH2:27][CH2:26]1, predict the reactants needed to synthesize it. The reactants are: [C:1]([NH:4][C@@H:5]([CH3:30])[CH2:6][O:7][C:8]1[N:13]=[CH:12][C:11]([NH:14][C:15](=[O:28])[C:16]2[CH:21]=[C:20]([F:22])[C:19]([O:23][CH2:24][CH:25]3[CH2:27][CH2:26]3)=[N:18][CH:17]=2)=[C:10](Cl)[CH:9]=1)(=[O:3])[CH3:2].C(=O)([O-])[O-].[K+].[K+].O. (5) Given the product [CH3:22][N:21]([CH:14]([C:15]1[CH:20]=[CH:19][CH:18]=[CH:17][CH:16]=1)[C:3]1[C:4]2[C:9](=[CH:8][CH:7]=[CH:6][CH:5]=2)[NH:1][C:2]=1[C:10]([OH:12])=[O:11])[CH3:23], predict the reactants needed to synthesize it. The reactants are: [NH:1]1[C:9]2[C:4](=[CH:5][CH:6]=[CH:7][CH:8]=2)[CH:3]=[C:2]1[C:10]([OH:12])=[O:11].[Cl-].[CH:14](=[N+:21]([CH3:23])[CH3:22])[C:15]1[CH:20]=[CH:19][CH:18]=[CH:17][CH:16]=1. (6) Given the product [CH3:1][C:2]1[N:3]2[C:34](=[O:35])[N:9]([CH:10]3[CH2:15][CH2:14][N:13]([C:16]([O:18][C:19]([CH3:22])([CH3:21])[CH3:20])=[O:17])[CH2:12][CH2:11]3)[CH2:8][C:4]2=[C:5]([CH3:7])[N:6]=1, predict the reactants needed to synthesize it. The reactants are: [CH3:1][C:2]1[NH:3][C:4]([CH2:8][NH:9][CH:10]2[CH2:15][CH2:14][N:13]([C:16]([O:18][C:19]([CH3:22])([CH3:21])[CH3:20])=[O:17])[CH2:12][CH2:11]2)=[C:5]([CH3:7])[N:6]=1.C1CCN2C(=NCCC2)CC1.[C:34](=O)([O-])[O-:35].[K+].[K+]. (7) Given the product [Cl:15][C:16]1[S:20][CH:19]=[C:18]([CH2:21][NH:6][C:5]2[CH:7]=[CH:8][C:9]([C:10]3[O:14][CH:13]=[N:12][CH:11]=3)=[C:3]([O:2][CH3:1])[CH:4]=2)[CH:17]=1, predict the reactants needed to synthesize it. The reactants are: [CH3:1][O:2][C:3]1[CH:4]=[C:5]([CH:7]=[CH:8][C:9]=1[C:10]1[O:14][CH:13]=[N:12][CH:11]=1)[NH2:6].[Cl:15][C:16]1[S:20][CH:19]=[C:18]([CH:21]=O)[CH:17]=1.